From a dataset of Forward reaction prediction with 1.9M reactions from USPTO patents (1976-2016). Predict the product of the given reaction. (1) Given the reactants [S:1]1[C:5]2[CH:6]=[CH:7][CH:8]=[CH:9][C:4]=2[NH:3][CH2:2]1.NC1C=CC=CC=1S.C=O.[C:20]([C:22]1[CH:23]=[C:24]([CH:28]=[CH:29][C:30]=1[O:31][CH3:32])[C:25](Cl)=[O:26])#[N:21], predict the reaction product. The product is: [C:20]([C:22]1[CH:23]=[C:24]([CH:28]=[CH:29][C:30]=1[O:31][CH3:32])[C:25]([N:3]1[C:4]2[CH:9]=[CH:8][CH:7]=[CH:6][C:5]=2[S:1][CH2:2]1)=[O:26])#[N:21]. (2) Given the reactants CC(OC(N[C:9]1[S:13][C:12]2[CH:14]=[C:15]([C:18]([OH:20])=[O:19])[CH:16]=[CH:17][C:11]=2[N:10]=1)=O)(C)C.[F:21][C:22]1[C:27]([F:28])=[C:26]([F:29])[C:25]([F:30])=[C:24]([F:31])[C:23]=1O.C1(N=C=N[CH:42]2[CH2:47][CH2:46]CCC2)CCCCC1.[CH3:48]O.CC[O:52][C:53](C)=[O:54], predict the reaction product. The product is: [C:47]([O:54][C:53]([C:9]1[S:13][C:12]2[CH:14]=[C:15]([C:18]([O:20][C:23]3[C:22]([F:21])=[C:27]([F:28])[C:26]([F:29])=[C:25]([F:30])[C:24]=3[F:31])=[O:19])[CH:16]=[CH:17][C:11]=2[N:10]=1)=[O:52])([CH3:46])([CH3:42])[CH3:48]. (3) Given the reactants [N+:1]([C:4]1[CH:5]=[C:6]2[C:10](=[CH:11][CH:12]=1)[NH:9][C:8](=[O:13])[C:7]12[O:18][CH2:17][CH2:16][CH2:15][O:14]1)([O-:3])=[O:2].Cl[CH2:20][C:21]([CH3:25])([CH3:24])[C:22]#[N:23].CC1(C)CN2C3C=CC(N)=CC=3C3(OCCCO3)C2=NC1, predict the reaction product. The product is: [N+:1]([C:4]1[CH:5]=[C:6]2[C:10](=[CH:11][CH:12]=1)[N:9]([CH2:20][C:21]([CH3:25])([CH3:24])[C:22]#[N:23])[C:8](=[O:13])[C:7]12[O:18][CH2:17][CH2:16][CH2:15][O:14]1)([O-:3])=[O:2]. (4) Given the reactants [Cl:1][C:2]1[CH:7]=[CH:6][C:5]([Cl:8])=[CH:4][C:3]=1[CH2:9][C:10]([OH:12])=O.[CH2:13]([O:15][C:16](=[O:20])[CH2:17][N+:18]#[CH:19])[CH3:14].C1N=CN(C(N2C=NC=C2)=O)C=1.CC([O-])(C)C.[K+], predict the reaction product. The product is: [Cl:1][C:2]1[CH:7]=[CH:6][C:5]([Cl:8])=[CH:4][C:3]=1[CH2:9][C:10]1[O:12][CH:19]=[N:18][C:17]=1[C:16]([O:15][CH2:13][CH3:14])=[O:20]. (5) Given the reactants [CH2:1]([N:5]([CH2:49][C:50]1[CH:55]=[CH:54][C:53]([Cl:56])=[C:52]([Cl:57])[CH:51]=1)[C:6]([C:8]1[C:12]([Cl:13])=[C:11]([CH3:14])[N:10]([C:15]2[CH:23]=[CH:22][C:21]([C:24](=[O:48])[NH:25][S:26]([C:29]3[CH:38]=[CH:37][C:36]4[C:31](=[C:32]([O:39][CH2:40][CH2:41][N:42]5[CH2:47][CH2:46][O:45][CH2:44][CH2:43]5)[CH:33]=[CH:34][CH:35]=4)[CH:30]=3)(=[O:28])=[O:27])=[CH:20][C:16]=2[C:17](O)=[O:18])[N:9]=1)=[O:7])[CH2:2][CH2:3][CH3:4].[CH2:58]1[C:67]2[C:62](=[CH:63][CH:64]=[CH:65][CH:66]=2)[CH2:61][C@@H:60]([CH2:68][OH:69])[NH:59]1, predict the reaction product. The product is: [CH2:1]([N:5]([CH2:49][C:50]1[CH:55]=[CH:54][C:53]([Cl:56])=[C:52]([Cl:57])[CH:51]=1)[C:6]([C:8]1[C:12]([Cl:13])=[C:11]([CH3:14])[N:10]([C:15]2[CH:23]=[CH:22][C:21]([C:24](=[O:48])[NH:25][S:26]([C:29]3[CH:38]=[CH:37][C:36]4[C:31](=[C:32]([O:39][CH2:40][CH2:41][N:42]5[CH2:43][CH2:44][O:45][CH2:46][CH2:47]5)[CH:33]=[CH:34][CH:35]=4)[CH:30]=3)(=[O:28])=[O:27])=[CH:20][C:16]=2[C:17]([N:59]2[C@H:60]([CH2:68][OH:69])[CH2:61][C:62]3[C:67](=[CH:66][CH:65]=[CH:64][CH:63]=3)[CH2:58]2)=[O:18])[N:9]=1)=[O:7])[CH2:2][CH2:3][CH3:4].